Dataset: Experimentally validated miRNA-target interactions with 360,000+ pairs, plus equal number of negative samples. Task: Binary Classification. Given a miRNA mature sequence and a target amino acid sequence, predict their likelihood of interaction. (1) The miRNA is hsa-miR-4667-5p with sequence ACUGGGGAGCAGAAGGAGAACC. The protein sequence of the target gene is MADPGMMSLFGEDGNIFSEGLEGLGECGYPENPVNPMGQQMPIDQGFASLQPSLHHPSTNQNQTKLTHFDHYNQYEQQKMHLMDQPNRMMSNTPGNGLASPHSQYHTPPVPQVPHGGSGGGQMGVYPGMQNERHGQSFVDSSSMWGPRAVQVPDQIRAPYQQQQPQPQPPQPAPSGPPAQGHPQHMQQMGSYMARGDFSMQQHGQPQQRMSQFSQGQEGLNQGNPFIATSGPGHLSHVPQQSPSMAPSLRHSVQQFHHHPSTALHGESVAHSPRFSPNPPQQGAVRPQTLNFSSRSQTVP.... Result: 1 (interaction). (2) The miRNA is hsa-miR-1279 with sequence UCAUAUUGCUUCUUUCU. The protein sequence of the target gene is MAAQIPESDQIKQFKEFLGTYNKLTETCFLDCVKDFTTREVKPEETTCSEHCLQKYLKMTQRISMRFQEYHIQQNEALAAKAGLLGQPR. Result: 0 (no interaction). (3) Result: 0 (no interaction). The miRNA is rno-miR-214-3p with sequence ACAGCAGGCACAGACAGGCAG. The protein sequence of the target gene is MAPRARRRRPLFALLLLCALLARLQVALQIAPPCTSEKHYEHLGRCCNKCEPGKYMSSKCTTTSDSVCLPCGPDEYLDSWNEEDKCLLHKVCDTGKALVAVVAGNSTTPRRCACTAGYHWSQDCECCRRNTECAPGLGAQHPLQLNKDTVCKPCLAGYFSDAFSSTDKCRPWTNCTFLGKRVEHHGTEKSDAVCSSSLPARKPPNEPHVYLPGLIILLLFASVALVAAIIFGVCYRKKGKALTANLWHWINEACGRLSGDKESSGDSCVSTHTANFGQQGACEGVLLLTLEEKTFPEDMC....